This data is from Catalyst prediction with 721,799 reactions and 888 catalyst types from USPTO. The task is: Predict which catalyst facilitates the given reaction. The catalyst class is: 126. Reactant: [Br:1][C:2]1[CH:3]=[CH:4][C:5]([Cl:9])=[C:6]([CH:8]=1)[NH2:7].[N:10]([O-])=O.[Na+]. Product: [ClH:9].[Br:1][C:2]1[CH:3]=[CH:4][C:5]([Cl:9])=[C:6]([NH:7][NH2:10])[CH:8]=1.